This data is from Full USPTO retrosynthesis dataset with 1.9M reactions from patents (1976-2016). The task is: Predict the reactants needed to synthesize the given product. (1) Given the product [N+:1]([C:4]1[CH:9]=[CH:8][CH:7]=[CH:6][C:5]=1[CH:10]([OH:14])[CH2:11][CH2:12][OH:15])([O-:3])=[O:2], predict the reactants needed to synthesize it. The reactants are: [N+:1]([C:4]1[CH:9]=[CH:8][CH:7]=[CH:6][C:5]=1[CH:10]([OH:14])[CH2:11][CH:12]=C)([O-:3])=[O:2].[O:15]=[O+][O-].[BH4-].[Na+]. (2) Given the product [F:16][C@H:10]1[C@@H:11]([O:14][CH3:15])[CH2:12][CH2:13][N:8]([C:6]2[N:23]=[C:22]([NH2:24])[CH:21]=[CH:20][N:19]=2)[CH2:9]1, predict the reactants needed to synthesize it. The reactants are: C(O[C:6]([N:8]1[CH2:13][CH2:12][C@H:11]([O:14][CH3:15])[C@H:10]([F:16])[CH2:9]1)=O)(C)(C)C.ClC1[N:23]=[C:22]([NH2:24])[CH:21]=[CH:20][N:19]=1.C(N(CC)CC)C.